This data is from Full USPTO retrosynthesis dataset with 1.9M reactions from patents (1976-2016). The task is: Predict the reactants needed to synthesize the given product. (1) Given the product [CH3:1][C:2]1[CH:7]=[CH:6][C:5]([N:8]2[CH2:9][CH2:10][O:11][CH2:12][CH2:13]2)=[C:4]([CH2:14][N:15]2[CH2:20][CH2:19][N:18]([C:21]([O:22][N:23]3[C:27](=[O:28])[CH2:26][CH2:25][C:24]3=[O:29])=[O:30])[CH2:17][CH2:16]2)[CH:3]=1, predict the reactants needed to synthesize it. The reactants are: [CH3:1][C:2]1[CH:7]=[CH:6][C:5]([N:8]2[CH2:13][CH2:12][O:11][CH2:10][CH2:9]2)=[C:4]([CH2:14][N:15]2[CH2:20][CH2:19][NH:18][CH2:17][CH2:16]2)[CH:3]=1.[C:21](=O)([O:30]N1C(=O)CCC1=O)[O:22][N:23]1[C:27](=[O:28])[CH2:26][CH2:25][C:24]1=[O:29].C(N(CC)CC)C. (2) Given the product [Br:21][C:18]1[S:17][C:16]([C@@H:2]([OH:1])[C@@H:3]2[N:7]([CH3:8])[C:6](=[O:9])[CH2:5][C@@H:4]2[C:10]2[CH:15]=[CH:14][CH:13]=[CH:12][CH:11]=2)=[CH:20][CH:19]=1, predict the reactants needed to synthesize it. The reactants are: [OH:1][C@H:2]([C:16]1[S:17][CH:18]=[CH:19][CH:20]=1)[C@@H:3]1[N:7]([CH3:8])[C:6](=[O:9])[CH2:5][C@@H:4]1[C:10]1[CH:15]=[CH:14][CH:13]=[CH:12][CH:11]=1.[Br:21]Br.O. (3) Given the product [F:79][C:66]1[CH:67]=[C:68]([C:69]2[CH:74]=[CH:73][CH:72]=[CH:71][C:70]=2[C:75]([F:78])([F:76])[F:77])[C:62]2[O:61][CH:60]([CH2:59][NH2:56])[CH2:64][C:63]=2[CH:65]=1, predict the reactants needed to synthesize it. The reactants are: CC1C=CC(S(OCC2CC3C=C(F)C=C(C4C=CC=CC=4C(F)(F)F)C=3O2)(=O)=O)=CC=1.[N-]=[N+]=[N-].[Na+].N(CC1CC2C=C(Cl)C=C(C3C=CSC=3)C=2O1)=[N+]=[N-].[N:56]([CH2:59][CH:60]1[CH2:64][C:63]2[CH:65]=[C:66]([F:79])[CH:67]=[C:68]([C:69]3[CH:74]=[CH:73][CH:72]=[CH:71][C:70]=3[C:75]([F:78])([F:77])[F:76])[C:62]=2[O:61]1)=[N+]=[N-].[N-]=[N+]=[N-].C1(P(C2C=CC=CC=2)C2C=CC=CC=2)C=CC=CC=1. (4) Given the product [CH3:24][O:23][C:21](=[O:22])[C:20](=[CH:10][C:9]1[CH:12]=[CH:13][C:6]([F:5])=[CH:7][CH:8]=1)[CH:15]([CH3:14])[C:16]([OH:18])=[O:17], predict the reactants needed to synthesize it. The reactants are: CO.[H-].[Na+].[F:5][C:6]1[CH:13]=[CH:12][C:9]([CH:10]=O)=[CH:8][CH:7]=1.[CH3:14][CH:15]([CH2:20][C:21]([O:23][CH3:24])=[O:22])[C:16]([O:18]C)=[O:17]. (5) Given the product [Cl-:38].[CH3:19][C:16]1[CH:15]=[CH:14][C:13]([CH:9]([NH3+:8])[C:10](=[O:12])[NH:55][CH2:54][CH:50]2[CH2:51][CH2:52][CH2:53][O:49]2)=[CH:18][CH:17]=1, predict the reactants needed to synthesize it. The reactants are: C(OC([NH:8][CH:9]([C:13]1[CH:18]=[CH:17][C:16]([CH3:19])=[CH:15][CH:14]=1)[C:10]([OH:12])=O)=O)(C)(C)C.C(N(CC)CC)C.CCN=C=NCCCN(C)C.[ClH:38].ON1C2C=CC=CC=2N=N1.[O:49]1[CH2:53][CH2:52][CH2:51][CH:50]1[CH2:54][NH2:55]. (6) Given the product [Cl:18][C:14]1[N:13]=[N:12][C:11]([NH2:10])=[C:16]([C:23]2[CH:22]=[CH:21][C:20]([CH3:26])=[CH:25][C:1]=2[CH3:2])[CH:15]=1, predict the reactants needed to synthesize it. The reactants are: [CH2:1](O)[CH3:2].C(=O)([O-])[O-].[Na+].[Na+].[NH2:10][C:11]1[N:12]=[N:13][C:14]([Cl:18])=[CH:15][C:16]=1Br.O.[C:20]1([CH3:26])[CH:25]=C[CH:23]=[CH:22][CH:21]=1. (7) Given the product [F:9][C:10]1[CH:15]=[C:14]([F:16])[CH:13]=[CH:12][C:11]=1[N:17]([CH3:1])[C:18]1[CH:25]=[CH:24][C:21]([C:22]#[N:23])=[C:20]([S:26][CH3:27])[N:19]=1, predict the reactants needed to synthesize it. The reactants are: [CH3:1]C([O-])(C)C.[K+].IC.[F:9][C:10]1[CH:15]=[C:14]([F:16])[CH:13]=[CH:12][C:11]=1[NH:17][C:18]1[CH:25]=[CH:24][C:21]([C:22]#[N:23])=[C:20]([S:26][CH3:27])[N:19]=1.O.